This data is from Full USPTO retrosynthesis dataset with 1.9M reactions from patents (1976-2016). The task is: Predict the reactants needed to synthesize the given product. (1) Given the product [CH2:1]([O:8][C:9](=[O:16])[NH:10][CH:11]1[CH2:14][C:13]([OH:29])([CH2:15][OH:23])[CH2:12]1)[C:2]1[CH:7]=[CH:6][CH:5]=[CH:4][CH:3]=1, predict the reactants needed to synthesize it. The reactants are: [CH2:1]([O:8][C:9](=[O:16])[NH:10][CH:11]1[CH2:14][C:13](=[CH2:15])[CH2:12]1)[C:2]1[CH:7]=[CH:6][CH:5]=[CH:4][CH:3]=1.[O-]S([O-])=O.[Na+].[Na+].[OH2:23].C(O)(C)(C)C.[OH2:29]. (2) Given the product [CH2:12]([O:11][C:9](=[O:10])[C:8]([C:14]1[CH:15]=[CH:16][C:17]([Br:20])=[CH:18][CH:19]=1)([CH3:1])[C:7]([O:6][CH2:4][CH3:5])=[O:21])[CH3:13], predict the reactants needed to synthesize it. The reactants are: [CH3:1][O-].[Na+].[CH2:4]([O:6][C:7](=[O:21])[CH:8]([C:14]1[CH:19]=[CH:18][C:17]([Br:20])=[CH:16][CH:15]=1)[C:9]([O:11][CH2:12][CH3:13])=[O:10])[CH3:5].IC. (3) Given the product [Br:30][C:31]1[CH:45]=[CH:44][CH:43]=[CH:42][C:32]=1/[CH:33]=[CH:1]/[C:3]1[C:4]([C:23]2[CH:28]=[CH:27][C:26]([CH3:29])=[CH:25][CH:24]=2)=[C:5]([CH2:14][NH:15][C:16](=[O:22])[O:17][C:18]([CH3:19])([CH3:20])[CH3:21])[C:6]([CH2:10][CH:11]([CH3:13])[CH3:12])=[N:7][C:8]=1[CH3:9], predict the reactants needed to synthesize it. The reactants are: [CH:1]([C:3]1[C:4]([C:23]2[CH:28]=[CH:27][C:26]([CH3:29])=[CH:25][CH:24]=2)=[C:5]([CH2:14][NH:15][C:16](=[O:22])[O:17][C:18]([CH3:21])([CH3:20])[CH3:19])[C:6]([CH2:10][CH:11]([CH3:13])[CH3:12])=[N:7][C:8]=1[CH3:9])=O.[Br:30][C:31]1[CH:45]=[CH:44][CH:43]=[CH:42][C:32]=1[CH2:33]P(=O)(OCC)OCC.C[O-].[Na+]. (4) The reactants are: [CH3:1][C@@H:2]([CH:7](C(O)=O)[C:8]([OH:10])=[O:9])[CH2:3][CH2:4][CH2:5][CH3:6].[OH-].[Na+]. Given the product [CH3:1][C@H:2]([CH2:3][CH2:4][CH2:5][CH3:6])[CH2:7][C:8]([OH:10])=[O:9], predict the reactants needed to synthesize it. (5) The reactants are: [NH:1]=[C:2]1[C:10]2[C:5](=[CH:6][CH:7]=[CH:8][CH:9]=2)[C:4](=[O:11])[NH:3]1.Cl.Cl.[C:14]([C:16]1([NH:25][C:26](=[O:34])[CH:27](N)[CH2:28][C:29]([CH3:32])([CH3:31])[CH3:30])[CH2:21][CH2:20][N:19]([CH2:22][CH2:23][CH3:24])[CH2:18][CH2:17]1)#[N:15]. Given the product [C:14]([C:16]1([NH:25][C:26](=[O:34])[CH:27]([NH:1][C:2]2[C:10]3[C:5](=[CH:6][CH:7]=[CH:8][CH:9]=3)[C:4](=[O:11])[N:3]=2)[CH2:28][C:29]([CH3:32])([CH3:31])[CH3:30])[CH2:21][CH2:20][N:19]([CH2:22][CH2:23][CH3:24])[CH2:18][CH2:17]1)#[N:15], predict the reactants needed to synthesize it. (6) Given the product [CH2:36]([NH:35][C:23]1[C:22]([CH2:21][C:6]2[C:5]3[C:10](=[CH:11][C:12]([O:13][CH3:14])=[C:3]([O:2][CH3:1])[CH:4]=3)[C:9]([CH2:15][CH2:16][CH3:17])=[N:8][C:7]=2[OH:18])=[CH:31][C:30]2[C:25](=[CH:26][C:27]([F:34])=[C:28]([O:32][CH3:33])[CH:29]=2)[N:24]=1)[CH3:37], predict the reactants needed to synthesize it. The reactants are: [CH3:1][O:2][C:3]1[CH:4]=[C:5]2[C:10](=[CH:11][C:12]=1[O:13][CH3:14])[C:9]([CH2:15][CH2:16][CH3:17])=[N:8][C:7]([OH:18])=[CH:6]2.Cl.Cl[CH2:21][C:22]1[C:23]([NH:35][CH2:36][CH3:37])=[N:24][C:25]2[C:30]([CH:31]=1)=[CH:29][C:28]([O:32][CH3:33])=[C:27]([F:34])[CH:26]=2.[Li+].[OH-]. (7) Given the product [O:7]1[C:11]2([CH2:16][CH2:15][CH:14]([O:17][C:20]3[CH:25]=[CH:24][N:23]=[CH:22][CH:21]=3)[CH2:13][CH2:12]2)[O:10][CH2:9][CH2:8]1, predict the reactants needed to synthesize it. The reactants are: CC([O-])(C)C.[Na+].[O:7]1[C:11]2([CH2:16][CH2:15][CH:14]([OH:17])[CH2:13][CH2:12]2)[O:10][CH2:9][CH2:8]1.Cl.Cl[C:20]1[CH:25]=[CH:24][N:23]=[CH:22][CH:21]=1.O.